Dataset: Reaction yield outcomes from USPTO patents with 853,638 reactions. Task: Predict the reaction yield, written as a fraction of the theoretical maximum amount of product (1.0 means a 100% yield; for example, 0.34 means a 34% yield). The reactants are [C:1](#[N:5])[CH2:2][C:3]#[N:4].[CH3:6][C:7]([CH2:9][OH:10])=O.C(N(CC)CC)C. The catalyst is CO. The product is [NH2:4][C:3]1[O:10][CH:9]=[C:7]([CH3:6])[C:2]=1[C:1]#[N:5]. The yield is 0.300.